From a dataset of Forward reaction prediction with 1.9M reactions from USPTO patents (1976-2016). Predict the product of the given reaction. Given the reactants Cl.[C:2]1([C@@H:8]2[CH2:10][C@H:9]2[NH2:11])[CH:7]=[CH:6][CH:5]=[CH:4][CH:3]=1.C(=O)([O-])[O-].[K+].[K+].Br[CH2:19][CH:20]1[CH2:25][CH2:24][N:23]([C:26]([O:28][CH2:29][C:30]2[CH:35]=[CH:34][CH:33]=[CH:32][CH:31]=2)=[O:27])[CH2:22][CH2:21]1.O, predict the reaction product. The product is: [C:2]1([C@@H:8]2[CH2:10][C@H:9]2[NH:11][CH2:19][CH:20]2[CH2:25][CH2:24][N:23]([C:26]([O:28][CH2:29][C:30]3[CH:31]=[CH:32][CH:33]=[CH:34][CH:35]=3)=[O:27])[CH2:22][CH2:21]2)[CH:7]=[CH:6][CH:5]=[CH:4][CH:3]=1.